This data is from M1 muscarinic receptor antagonist screen with 61,756 compounds. The task is: Binary Classification. Given a drug SMILES string, predict its activity (active/inactive) in a high-throughput screening assay against a specified biological target. (1) The drug is Oc1c(CNc2n(c3c(n2)cccc3)CC)cccc1CC=C. The result is 0 (inactive). (2) The compound is Brc1c(Cl)cc(NC(=O)CC)cc1. The result is 0 (inactive). (3) The drug is O=C1C=2C(CC(=O)NC2CCC1)c1c(OCCC)cccc1. The result is 0 (inactive).